This data is from Reaction yield outcomes from USPTO patents with 853,638 reactions. The task is: Predict the reaction yield, written as a fraction of the theoretical maximum amount of product (1.0 means a 100% yield; for example, 0.34 means a 34% yield). (1) The reactants are [C:1]([O:5][C:6]([N:8]1[C:13]([CH3:14])=[CH:12][C:11](Cl)=[CH:10][CH:9]1[CH2:16][CH2:17][CH2:18][CH2:19][CH2:20][CH2:21][CH2:22][CH2:23][CH2:24][CH2:25][CH3:26])=[O:7])([CH3:4])([CH3:3])[CH3:2].C(=O)([O-])[O-].[Li+].[Li+]. The catalyst is CO.[Pd]. The product is [C:1]([O:5][C:6]([N:8]1[C:13]([CH3:14])=[CH:12][CH2:11][CH2:10][CH:9]1[CH2:16][CH2:17][CH2:18][CH2:19][CH2:20][CH2:21][CH2:22][CH2:23][CH2:24][CH2:25][CH3:26])=[O:7])([CH3:4])([CH3:3])[CH3:2]. The yield is 0.700. (2) The reactants are [CH3:1][N:2]([S:30]([C:33]1[S:34][CH:35]=[CH:36][CH:37]=1)(=[O:32])=[O:31])[C:3]1[CH:4]=[CH:5][CH:6]=[C:7]2[C:11]=1[NH:10][C:9]([C:12]1[S:13][C:14]([CH2:17][N:18]3[CH2:23][CH2:22][N:21]([CH2:24][C:25]([O:27]CC)=[O:26])[CH2:20][CH2:19]3)=[CH:15][N:16]=1)=[CH:8]2.O1CCCC1.[OH-].[Na+].[Cl-].[NH4+]. The catalyst is CO. The product is [CH3:1][N:2]([S:30]([C:33]1[S:34][CH:35]=[CH:36][CH:37]=1)(=[O:32])=[O:31])[C:3]1[CH:4]=[CH:5][CH:6]=[C:7]2[C:11]=1[NH:10][C:9]([C:12]1[S:13][C:14]([CH2:17][N:18]3[CH2:19][CH2:20][N:21]([CH2:24][C:25]([OH:27])=[O:26])[CH2:22][CH2:23]3)=[CH:15][N:16]=1)=[CH:8]2. The yield is 0.570. (3) The reactants are [Cl:1][C:2]1[C:3]([C:11]#[N:12])=[C:4]([C:8]([OH:10])=O)[NH:5][C:6]=1[CH3:7].[NH2:13][C@@H:14]1[CH2:19][CH2:18][N:17]([C:20]([O:22][CH2:23][CH3:24])=[O:21])[CH2:16][C@@H:15]1[O:25][CH2:26][CH3:27].C1C=CC2N(O)N=NC=2C=1.CN1CCOCC1.CCN=C=NCCCN(C)C.Cl. The catalyst is ClCCl. The product is [Cl:1][C:2]1[C:3]([C:11]#[N:12])=[C:4]([C:8]([NH:13][C@@H:14]2[CH2:19][CH2:18][N:17]([C:20]([O:22][CH2:23][CH3:24])=[O:21])[CH2:16][C@@H:15]2[O:25][CH2:26][CH3:27])=[O:10])[NH:5][C:6]=1[CH3:7]. The yield is 0.710. (4) The reactants are C[C:2](CC(C)C)=[O:3].[CH2:8]([C:12]1[N:13]([CH2:20][C:21]2[CH:26]=[CH:25][C:24]([C:27]3[CH:32]=[CH:31][CH:30]=[CH:29][C:28]=3[C:33]3[N:34]=[N:35][N:36](C(C4C=CC=CC=4)(C4C=CC=CC=4)C4C=CC=CC=4)[N:37]=3)=[CH:23][CH:22]=2)[CH2:14][C:15]([Cl:19])(CO)[N:16]=1)[CH2:9][CH2:10][CH3:11].[OH-].[K+:58].C. The catalyst is CO.[OH-].[K+]. The product is [CH3:11][CH2:10][CH2:9][CH2:8][C:12]1[N:13]([CH2:20][C:21]2[CH:22]=[CH:23][C:24]([C:27]3[CH:32]=[CH:31][CH:30]=[CH:29][C:28]=3[C:33]3[N:34]=[N:35][N-:36][N:37]=3)=[CH:25][CH:26]=2)[C:14]([CH2:2][OH:3])=[C:15]([Cl:19])[N:16]=1.[K+:58]. The yield is 0.934. (5) The reactants are [CH3:1][S:2](Cl)(=[O:4])=[O:3].[N:6]1[N:7]([CH2:15][CH2:16][C:17]#[C:18][C:19]2[N:24]=[C:23]([NH2:25])[CH:22]=[CH:21][CH:20]=2)[N:8]=[C:9]2[CH:14]=[CH:13][CH:12]=[CH:11][C:10]=12.CCN(CC)CC. The catalyst is C(Cl)Cl. The product is [CH3:1][S:2]([N:25]([C:23]1[CH:22]=[CH:21][CH:20]=[C:19]([C:18]#[C:17][CH2:16][CH2:15][N:7]2[N:8]=[C:9]3[CH:14]=[CH:13][CH:12]=[CH:11][C:10]3=[N:6]2)[N:24]=1)[S:2]([CH3:1])(=[O:4])=[O:3])(=[O:4])=[O:3]. The yield is 0.880. (6) The reactants are [Cl:1][C:2]1[CH:7]=[CH:6][C:5]([N:8](S(CCC)(=O)=O)[S:9]([CH2:12][CH2:13][CH3:14])(=[O:11])=[O:10])=[CH:4][C:3]=1[N+:21]([O-:23])=[O:22].C1COCC1.[OH-].[Na+]. The catalyst is CO. The product is [Cl:1][C:2]1[CH:7]=[CH:6][C:5]([NH:8][S:9]([CH2:12][CH2:13][CH3:14])(=[O:11])=[O:10])=[CH:4][C:3]=1[N+:21]([O-:23])=[O:22]. The yield is 0.880. (7) The catalyst is [Pd].CO. The reactants are C([N:8]1[CH:13]2[CH2:14][CH2:15][CH:9]1[CH2:10][C:11]([C:17]1[CH:26]=[CH:25][C:24]3[C:19](=[CH:20][CH:21]=[CH:22][CH:23]=3)[CH:18]=1)([OH:16])[CH2:12]2)C1C=CC=CC=1.C([O-])=O.[NH4+]. The product is [CH:18]1[C:19]2[C:24](=[CH:23][CH:22]=[CH:21][CH:20]=2)[CH:25]=[CH:26][C:17]=1[C:11]1([OH:16])[CH2:12][CH:13]2[NH:8][CH:9]([CH2:15][CH2:14]2)[CH2:10]1. The yield is 0.720.